This data is from Forward reaction prediction with 1.9M reactions from USPTO patents (1976-2016). The task is: Predict the product of the given reaction. (1) Given the reactants [F:1][C:2]1[CH:7]=[CH:6][C:5]([C:8](=O)[CH2:9][C:10]([C:12]2[CH:17]=[CH:16][C:15]([F:18])=[CH:14][CH:13]=2)=[O:11])=[CH:4][CH:3]=1.C1C(=O)N(Br)C(=O)C1.[NH2:28][C:29]([NH2:31])=[S:30], predict the reaction product. The product is: [NH2:31][C:29]1[S:30][C:9]([C:10]([C:12]2[CH:17]=[CH:16][C:15]([F:18])=[CH:14][CH:13]=2)=[O:11])=[C:8]([C:5]2[CH:6]=[CH:7][C:2]([F:1])=[CH:3][CH:4]=2)[N:28]=1. (2) Given the reactants Cl[C:2]1[C:11]2[C:6](=[CH:7][CH:8]=[CH:9][CH:10]=2)[N:5]=[C:4]([C:12]2[CH:17]=[CH:16][C:15]([O:18][C:19]([F:22])([F:21])[F:20])=[CH:14][CH:13]=2)[CH:3]=1.[F:23][C:24]([F:31])([F:30])[C:25]1[CH:29]=[CH:28][NH:27][N:26]=1.[H-].[Na+], predict the reaction product. The product is: [F:20][C:19]([F:22])([F:21])[O:18][C:15]1[CH:16]=[CH:17][C:12]([C:4]2[CH:3]=[C:2]([N:27]3[CH:28]=[CH:29][C:25]([C:24]([F:31])([F:30])[F:23])=[N:26]3)[C:11]3[C:6](=[CH:7][CH:8]=[CH:9][CH:10]=3)[N:5]=2)=[CH:13][CH:14]=1. (3) Given the reactants [F:1][CH2:2][CH2:3][OH:4].O1CCCC1.[H-].[Na+].[Br:12][C:13]1[CH:14]=[CH:15][C:16](Cl)=[N:17][CH:18]=1, predict the reaction product. The product is: [F:1][CH2:2][CH2:3][O:4][C:16]1[CH:15]=[CH:14][C:13]([Br:12])=[CH:18][N:17]=1.